Predict which catalyst facilitates the given reaction. From a dataset of Catalyst prediction with 721,799 reactions and 888 catalyst types from USPTO. (1) Reactant: C[O:2][C:3](=[O:31])[C:4]1[CH:9]=[CH:8][C:7]([CH2:10][N:11]2[CH2:16][CH2:15][C:14](=[O:17])[CH:13]([CH:18]([C:25]3[CH:30]=[CH:29][CH:28]=[CH:27][CH:26]=3)[C:19]3[CH:24]=[CH:23][CH:22]=[CH:21][CH:20]=3)[CH2:12]2)=[CH:6][CH:5]=1.[OH-].[Na+].Cl. Product: [CH:18]([CH:13]1[C:14](=[O:17])[CH2:15][CH2:16][N:11]([CH2:10][C:7]2[CH:6]=[CH:5][C:4]([C:3]([OH:31])=[O:2])=[CH:9][CH:8]=2)[CH2:12]1)([C:25]1[CH:26]=[CH:27][CH:28]=[CH:29][CH:30]=1)[C:19]1[CH:24]=[CH:23][CH:22]=[CH:21][CH:20]=1. The catalyst class is: 5. (2) The catalyst class is: 38. Reactant: [Br:1][C:2]1[C:3]([F:17])=[CH:4][C:5]([F:16])=[C:6]([C@:8]2([CH3:15])[CH2:13][CH2:12][S:11][C:10]([NH2:14])=[N:9]2)[CH:7]=1.C(=O)(O)[O-].[Na+].[C:23]([O:27][C:28](O[C:28]([O:27][C:23]([CH3:26])([CH3:25])[CH3:24])=[O:29])=[O:29])([CH3:26])([CH3:25])[CH3:24]. Product: [Br:1][C:2]1[C:3]([F:17])=[CH:4][C:5]([F:16])=[C:6]([C@:8]2([CH3:15])[CH2:13][CH2:12][S:11][C:10]([NH:14][C:28](=[O:29])[O:27][C:23]([CH3:26])([CH3:25])[CH3:24])=[N:9]2)[CH:7]=1. (3) Reactant: [Cl:1][C:2]1[N:7]=[C:6]([CH2:8][OH:9])[CH:5]=[C:4]([N:10]2[CH2:14][CH2:13][CH2:12][CH2:11]2)[N:3]=1.[O:15]1[CH:20]=[CH:19][CH2:18][CH2:17][CH2:16]1.O.C1(C)C=CC(S(O)(=O)=O)=CC=1.C(=O)(O)[O-].[Na+]. Product: [Cl:1][C:2]1[N:3]=[C:4]([N:10]2[CH2:14][CH2:13][CH2:12][CH2:11]2)[CH:5]=[C:6]([CH2:8][O:9][CH:16]2[CH2:17][CH2:18][CH2:19][CH2:20][O:15]2)[N:7]=1. The catalyst class is: 4.